This data is from Forward reaction prediction with 1.9M reactions from USPTO patents (1976-2016). The task is: Predict the product of the given reaction. (1) Given the reactants [CH3:1][O:2][C:3]1[CH:4]=[C:5]([C:10]2[C:16]3[CH:17]=[C:18]([O:23][CH3:24])[C:19]([O:21][CH3:22])=[CH:20][C:15]=3[CH:14]([CH2:25][CH3:26])[C:13]([CH3:27])=[N:12][N:11]=2)[CH:6]=[CH:7][C:8]=1[OH:9].COC1C=C(C2C3C=C(OC)C(O)=CC=3C(CC)C(C)=NN=2)C=CC=1O.OC1C=C(C2C3C=C(OC)C(O)=CC=3C(CC)C(C)=NN=2)C=CC=1OC, predict the reaction product. The product is: [CH3:24][O:23][C:18]1[CH:17]=[C:16]([C:10]2[C:5]3[CH:4]=[C:3]([O:2][CH3:1])[C:8]([OH:9])=[CH:7][C:6]=3[CH:14]([CH2:25][CH3:26])[C:13]([CH3:27])=[N:12][N:11]=2)[CH:15]=[CH:20][C:19]=1[O:21][CH3:22]. (2) Given the reactants [O:1]=[C:2]1[N:6]([CH2:7][CH2:8][O:9][C:10]2[CH:27]=[CH:26][C:13]([CH2:14][CH:15]([C:21]([O:23]CC)=[O:22])[C:16]([O:18]CC)=[O:17])=[CH:12][CH:11]=2)[C:5]2[CH:28]=[CH:29][CH:30]=[CH:31][C:4]=2[O:3]1.[OH-].[Na+], predict the reaction product. The product is: [O:1]=[C:2]1[N:6]([CH2:7][CH2:8][O:9][C:10]2[CH:11]=[CH:12][C:13]([CH2:14][CH:15]([C:16]([OH:18])=[O:17])[C:21]([OH:23])=[O:22])=[CH:26][CH:27]=2)[C:5]2[CH:28]=[CH:29][CH:30]=[CH:31][C:4]=2[O:3]1. (3) Given the reactants [Cl:1][C:2]1[C:7]([C:8]([F:11])([F:10])[F:9])=[CH:6][CH:5]=[CH:4][C:3]=1[N:12]1[CH2:17][CH2:16][N:15](C(OC(C)(C)C)=O)[CH2:14][CH2:13]1.C(O)(C(F)(F)F)=O.CO, predict the reaction product. The product is: [Cl:1][C:2]1[C:7]([C:8]([F:9])([F:10])[F:11])=[CH:6][CH:5]=[CH:4][C:3]=1[N:12]1[CH2:13][CH2:14][NH:15][CH2:16][CH2:17]1. (4) Given the reactants Cl.[F:2][C:3]1[N:11]2[C:6]([C:7](=[O:21])[N:8]([CH2:17][CH:18]([CH3:20])[CH3:19])[C:9]([C@@H:12]3[CH2:16][CH2:15][CH2:14][NH:13]3)=[N:10]2)=[CH:5][CH:4]=1.Cl[C:23]1[C:24]2[C:31]([C:32]#[N:33])=[CH:30][NH:29][C:25]=2[N:26]=[CH:27][N:28]=1, predict the reaction product. The product is: [F:2][C:3]1[N:11]2[C:6]([C:7](=[O:21])[N:8]([CH2:17][CH:18]([CH3:19])[CH3:20])[C:9]([C@@H:12]3[CH2:16][CH2:15][CH2:14][N:13]3[C:23]3[C:24]4[C:31]([C:32]#[N:33])=[CH:30][NH:29][C:25]=4[N:26]=[CH:27][N:28]=3)=[N:10]2)=[CH:5][CH:4]=1. (5) Given the reactants ClC1C=CC=CC=1C1N(C[C@@H]2CCCNC2)C2N=C(NCC3C=CC(O)=CC=3)N=CC=2C=1.[Cl:33][C:34]1[CH:39]=[CH:38][CH:37]=[CH:36][C:35]=1[C:40]1[N:57]([CH2:58][C@@H:59]2[CH2:64][CH2:63][CH2:62][N:61](C(OC(C)(C)C)=O)[CH2:60]2)[C:43]2[N:44]=[C:45]([NH:48][CH2:49][C:50]3[CH:55]=[CH:54][CH:53]=[C:52]([OH:56])[CH:51]=3)[N:46]=[CH:47][C:42]=2[CH:41]=1, predict the reaction product. The product is: [Cl:33][C:34]1[CH:39]=[CH:38][CH:37]=[CH:36][C:35]=1[C:40]1[N:57]([CH2:58][C@@H:59]2[CH2:64][CH2:63][CH2:62][NH:61][CH2:60]2)[C:43]2[N:44]=[C:45]([NH:48][CH2:49][C:50]3[CH:51]=[C:52]([OH:56])[CH:53]=[CH:54][CH:55]=3)[N:46]=[CH:47][C:42]=2[CH:41]=1. (6) Given the reactants Cl[C:2]1[CH:7]=[C:6]([C:8]2[C:9]([NH2:14])=[N:10][CH:11]=[CH:12][CH:13]=2)[C:5]([Cl:15])=[CH:4][N:3]=1.[CH3:16][S-:17].[Na+], predict the reaction product. The product is: [Cl:15][C:5]1[C:6]([C:8]2[C:9]([NH2:14])=[N:10][CH:11]=[CH:12][CH:13]=2)=[CH:7][C:2]([S:17][CH3:16])=[N:3][CH:4]=1. (7) Given the reactants [Cl:1][C:2]1[CH:7]=[CH:6][C:5]([C:8]2[N:9]=[C:10]3[CH:15]=[CH:14][C:13]([C:16]4[CH:21]=[CH:20][CH:19]=[CH:18][CH:17]=4)=[CH:12][N:11]3[CH:22]=2)=[CH:4][CH:3]=1.[NH:23]1[CH2:28][CH2:27][O:26][CH2:25][CH2:24]1.[C:29](O)(=O)C.C=O, predict the reaction product. The product is: [Cl:1][C:2]1[CH:3]=[CH:4][C:5]([C:8]2[N:9]=[C:10]3[CH:15]=[CH:14][C:13]([C:16]4[CH:21]=[CH:20][CH:19]=[CH:18][CH:17]=4)=[CH:12][N:11]3[C:22]=2[CH2:29][N:23]2[CH2:28][CH2:27][O:26][CH2:25][CH2:24]2)=[CH:6][CH:7]=1. (8) Given the reactants [Cl:1][C:2]1[CH:7]=[CH:6][C:5]([CH:8]2[C@H:13]([O:14][CH2:15][C:16]3[CH:21]=[CH:20][CH:19]=[CH:18][CH:17]=3)[C@@H:12]([O:22][CH2:23][C:24]3[CH:29]=[CH:28][CH:27]=[CH:26][CH:25]=3)[C@H:11]([O:30][CH2:31][C:32]3[CH:37]=[CH:36][CH:35]=[CH:34][CH:33]=3)[C@@H:10]([CH2:38][O:39][CH2:40][C:41]3[CH:46]=[CH:45][CH:44]=[CH:43][CH:42]=3)[O:9]2)=[CH:4][C:3]=1[CH2:47]O.N1C=CC=CC=1.P(Br)(Br)[Br:56], predict the reaction product. The product is: [CH2:31]([O:30][C@H:11]1[C@H:12]([O:22][CH2:23][C:24]2[CH:29]=[CH:28][CH:27]=[CH:26][CH:25]=2)[C@@H:13]([O:14][CH2:15][C:16]2[CH:21]=[CH:20][CH:19]=[CH:18][CH:17]=2)[CH:8]([C:5]2[CH:6]=[CH:7][C:2]([Cl:1])=[C:3]([CH2:47][Br:56])[CH:4]=2)[O:9][C@H:10]1[CH2:38][O:39][CH2:40][C:41]1[CH:46]=[CH:45][CH:44]=[CH:43][CH:42]=1)[C:32]1[CH:37]=[CH:36][CH:35]=[CH:34][CH:33]=1. (9) Given the reactants C[O:2][C:3](=[O:36])[C@H:4]([CH2:16][C:17]1[CH:22]=[CH:21][C:20]([C:23]2[C:24](=[O:35])[N:25]([CH3:34])[C:26]([CH3:33])=[CH:27][C:28]=2[C:29]([F:32])([F:31])[F:30])=[CH:19][CH:18]=1)[NH:5][C:6]([C:8]1[C:13]([CH3:14])=[CH:12][CH:11]=[CH:10][C:9]=1[Cl:15])=[O:7].[OH-].[Na+], predict the reaction product. The product is: [Cl:15][C:9]1[CH:10]=[CH:11][CH:12]=[C:13]([CH3:14])[C:8]=1[C:6]([NH:5][C@H:4]([C:3]([OH:36])=[O:2])[CH2:16][C:17]1[CH:18]=[CH:19][C:20]([C:23]2[C:24](=[O:35])[N:25]([CH3:34])[C:26]([CH3:33])=[CH:27][C:28]=2[C:29]([F:32])([F:31])[F:30])=[CH:21][CH:22]=1)=[O:7]. (10) Given the reactants [C:1]([O:5][C:6](=[O:22])[CH2:7]/[C:8](=[CH:14]/[C:15]1[CH:20]=[CH:19][C:18]([F:21])=[CH:17][CH:16]=1)/[CH:9]([CH3:13])[C:10]([OH:12])=O)([CH3:4])([CH3:3])[CH3:2].[C:23](OC(=O)C)(=[O:25])[CH3:24].C([O-])(=O)C.[K+].O, predict the reaction product. The product is: [C:1]([O:5][C:6](=[O:22])[CH2:7][C:8]1[C:9]([CH3:13])=[C:10]([O:12][C:23](=[O:25])[CH3:24])[C:20]2[C:15](=[CH:16][CH:17]=[C:18]([F:21])[CH:19]=2)[CH:14]=1)([CH3:2])([CH3:3])[CH3:4].